The task is: Predict the reactants needed to synthesize the given product.. This data is from Full USPTO retrosynthesis dataset with 1.9M reactions from patents (1976-2016). (1) Given the product [CH3:33][O:32][CH2:31][CH2:30][NH:29][C:18]1[N:17]=[CH:16][C:15]([C:7]2[CH:6]=[C:5]([NH:4][C:1](=[O:3])[CH3:2])[CH:10]=[CH:9][CH:8]=2)=[N:20][C:19]=1[C:21]([C:23]1[CH:34]=[N:36][CH:26]=[CH:27][CH:28]=1)=[O:22], predict the reactants needed to synthesize it. The reactants are: [C:1]([NH:4][C:5]1[CH:6]=[C:7](B(O)O)[CH:8]=[CH:9][CH:10]=1)(=[O:3])[CH3:2].Br[C:15]1[N:20]=[C:19]([C:21]([C:23]2[CH:28]=[CH:27][CH:26]=CN=2)=[O:22])[C:18]([NH:29][CH2:30][CH2:31][O:32][CH3:33])=[N:17][CH:16]=1.[CH2:34]([N:36](CC)CC)C. (2) Given the product [CH2:3]([O:5][C:6](=[O:25])[CH2:7][CH2:8][CH2:9][CH2:10][CH2:11][CH2:12][N:13]1[CH:17]=[CH:16][C:15]([C:18]2[CH:23]=[CH:22][CH:21]=[CH:20][C:19]=2[O:24][CH3:27])=[N:14]1)[CH3:4], predict the reactants needed to synthesize it. The reactants are: [H-].[Na+].[CH2:3]([O:5][C:6](=[O:25])[CH2:7][CH2:8][CH2:9][CH2:10][CH2:11][CH2:12][N:13]1[CH:17]=[CH:16][C:15]([C:18]2[CH:23]=[CH:22][CH:21]=[CH:20][C:19]=2[OH:24])=[N:14]1)[CH3:4].I[CH3:27]. (3) Given the product [F:52][CH2:53][CH2:54][O:55][CH:56]1[CH2:59][N:58]([CH2:15][C:17]2[CH:18]=[CH:19][C:20]([C:23]#[C:24][C:25]3[CH:26]=[CH:27][C:28]([C:29]([N:31]([CH3:48])[C@:32]([CH3:47])([C:37]([NH:39][O:40][CH:41]4[CH2:46][CH2:45][CH2:44][CH2:43][O:42]4)=[O:38])[C:33]([NH:35][CH3:36])=[O:34])=[O:30])=[CH:49][CH:50]=3)=[CH:21][CH:22]=2)[CH2:57]1, predict the reactants needed to synthesize it. The reactants are: C(O[BH-](OC(=O)C)OC(=O)C)(=O)C.[Na+].[CH:15]([C:17]1[CH:22]=[CH:21][C:20]([C:23]#[C:24][C:25]2[CH:50]=[CH:49][C:28]([C:29]([N:31]([CH3:48])[C@:32]([CH3:47])([C:37]([NH:39][O:40][CH:41]3[CH2:46][CH2:45][CH2:44][CH2:43][O:42]3)=[O:38])[C:33]([NH:35][CH3:36])=[O:34])=[O:30])=[CH:27][CH:26]=2)=[CH:19][CH:18]=1)=O.Cl.[F:52][CH2:53][CH2:54][O:55][CH:56]1[CH2:59][NH:58][CH2:57]1.C(=O)([O-])O.[Na+].